From a dataset of NCI-60 drug combinations with 297,098 pairs across 59 cell lines. Regression. Given two drug SMILES strings and cell line genomic features, predict the synergy score measuring deviation from expected non-interaction effect. Drug 1: CC1C(C(CC(O1)OC2CC(OC(C2O)C)OC3=CC4=CC5=C(C(=O)C(C(C5)C(C(=O)C(C(C)O)O)OC)OC6CC(C(C(O6)C)O)OC7CC(C(C(O7)C)O)OC8CC(C(C(O8)C)O)(C)O)C(=C4C(=C3C)O)O)O)O. Drug 2: CCCCCOC(=O)NC1=NC(=O)N(C=C1F)C2C(C(C(O2)C)O)O. Cell line: HCT-15. Synergy scores: CSS=19.0, Synergy_ZIP=3.12, Synergy_Bliss=6.32, Synergy_Loewe=-6.21, Synergy_HSA=4.09.